Predict the reactants needed to synthesize the given product. From a dataset of Full USPTO retrosynthesis dataset with 1.9M reactions from patents (1976-2016). (1) The reactants are: [CH3:1][C:2]1[CH:3]=[C:4]([N:13]2[CH2:17][CH2:16][CH:15]([O:18][C:19]3[CH:24]=[CH:23][C:22]([O:25][C:26]([F:29])([F:28])[F:27])=[CH:21][CH:20]=3)[C:14]2=[O:30])[CH:5]=[CH:6][C:7]=1[O:8][CH2:9][CH2:10][S:11][CH3:12].C1C=C(Cl)C=C(C(OO)=[O:39])C=1. Given the product [CH3:1][C:2]1[CH:3]=[C:4]([N:13]2[CH2:17][CH2:16][CH:15]([O:18][C:19]3[CH:24]=[CH:23][C:22]([O:25][C:26]([F:29])([F:27])[F:28])=[CH:21][CH:20]=3)[C:14]2=[O:30])[CH:5]=[CH:6][C:7]=1[O:8][CH2:9][CH2:10][S:11]([CH3:12])=[O:39], predict the reactants needed to synthesize it. (2) The reactants are: [CH2:1]([O:8][CH2:9][C@H:10]1[C@@H:14]([O:15][Si:16]([C:19]([CH3:22])([CH3:21])[CH3:20])([CH3:18])[CH3:17])[CH2:13][C@@H:12]([OH:23])[CH2:11]1)[C:2]1[CH:7]=[CH:6][CH:5]=[CH:4][CH:3]=1.N1C=CC=CC=1.[CH3:30][S:31](Cl)(=[O:33])=[O:32]. Given the product [CH3:30][S:31]([O:23][C@@H:12]1[CH2:13][C@H:14]([O:15][Si:16]([C:19]([CH3:20])([CH3:22])[CH3:21])([CH3:18])[CH3:17])[C@H:10]([CH2:9][O:8][CH2:1][C:2]2[CH:7]=[CH:6][CH:5]=[CH:4][CH:3]=2)[CH2:11]1)(=[O:33])=[O:32], predict the reactants needed to synthesize it. (3) Given the product [C:17]([NH:16][C@H:15]([C:14]([O:13][CH:8]([CH3:7])[C:9]([OH:11])=[O:10])=[O:30])[CH:27]([CH3:28])[CH3:29])([O:19][CH2:20][C:21]1[CH:26]=[CH:25][CH:24]=[CH:23][CH:22]=1)=[O:18], predict the reactants needed to synthesize it. The reactants are: COC1C=CC([CH2:7][C:8]([O:13][C:14](=[O:30])[C@H:15]([CH:27]([CH3:29])[CH3:28])[NH:16][C:17]([O:19][CH2:20][C:21]2[CH:26]=[CH:25][CH:24]=[CH:23][CH:22]=2)=[O:18])(C)[C:9]([O-:11])=[O:10])=CC=1.FC(F)(F)C(O)=O. (4) Given the product [CH:12]([C:13]1([C:16]([O:18][CH3:19])=[O:17])[CH2:15][CH2:14]1)=[O:11], predict the reactants needed to synthesize it. The reactants are: CS(C)=O.C(Cl)(=O)C(Cl)=O.[OH:11][CH2:12][C:13]1([C:16]([O:18][CH3:19])=[O:17])[CH2:15][CH2:14]1.C(N(CC)C(C)C)(C)C.Cl. (5) Given the product [N:23]1[NH:24][N:25]=[N:16][C:15]=1[C:12]1[CH:13]=[C:14]2[C:9](=[CH:10][CH:11]=1)[NH:8][N:7]=[C:6]2[C:2]1[O:1][CH:5]=[CH:4][CH:3]=1, predict the reactants needed to synthesize it. The reactants are: [O:1]1[CH:5]=[CH:4][CH:3]=[C:2]1[C:6]1[C:14]2[C:9](=[CH:10][CH:11]=[C:12]([C:15]#[N:16])[CH:13]=2)[N:8](C2CCCCO2)[N:7]=1.[N:23]([Sn](CCCC)(CCCC)CCCC)=[N+:24]=[N-:25].Cl. (6) Given the product [CH3:1][O:2][C:3]([C:5]1[C:13]([NH:14][C:15]2[CH:20]=[CH:19][C:18]([I:21])=[CH:17][C:16]=2[Cl:22])=[C:12]([F:23])[C:8]2[N:9]=[CH:10][N:11]([CH2:36][CH2:35][S:37]([CH3:40])(=[O:39])=[O:38])[C:7]=2[CH:6]=1)=[O:4], predict the reactants needed to synthesize it. The reactants are: [CH3:1][O:2][C:3]([C:5]1[C:13]([NH:14][C:15]2[CH:20]=[CH:19][C:18]([I:21])=[CH:17][C:16]=2[Cl:22])=[C:12]([F:23])[C:8]2[N:9]=[CH:10][NH:11][C:7]=2[CH:6]=1)=[O:4].CN(C=O)C.C([O-])([O-])=O.[K+].[K+].[CH:35]([S:37]([CH3:40])(=[O:39])=[O:38])=[CH2:36]. (7) The reactants are: [NH:1]1[C:9]2[C:4](=[N:5][CH:6]=[CH:7][CH:8]=2)[N:3]=[CH:2]1.F[C:11]1[CH:16]=[CH:15][C:14]([N+:17]([O-])=O)=[CH:13][CH:12]=1.[Cl:20][C:21]1[CH:26]=[CH:25][C:24]([N:27]=[C:28]=[O:29])=[CH:23][C:22]=1[C:30]([F:33])([F:32])[F:31]. Given the product [Cl:20][C:21]1[CH:26]=[CH:25][C:24]([NH:27][C:28]([NH:17][C:14]2[CH:15]=[CH:16][C:11]([N:3]3[C:4]4=[N:5][CH:6]=[CH:7][CH:8]=[C:9]4[N:1]=[CH:2]3)=[CH:12][CH:13]=2)=[O:29])=[CH:23][C:22]=1[C:30]([F:31])([F:32])[F:33], predict the reactants needed to synthesize it. (8) Given the product [NH2:1][C:2]1[N:7]=[C:6]([C:8]2[O:9][CH:10]=[CH:11][CH:12]=2)[C:5]([C:13]2[CH:14]=[CH:15][C:16](=[O:19])[N:17]([CH3:20])[N:18]=2)=[CH:4][N:3]=1, predict the reactants needed to synthesize it. The reactants are: [NH2:1][C:2]1[N:7]=[C:6]([C:8]2[O:9][CH:10]=[CH:11][CH:12]=2)[C:5]([C:13]2[CH:14]=[CH:15][C:16](=[O:19])[NH:17][N:18]=2)=[CH:4][N:3]=1.[CH3:20]I. (9) Given the product [N:23]1[C:28]2[NH:29][C:30]3[CH:38]=[CH:37][N:36]=[CH:35][C:31]=3[CH2:32][C:33](=[O:34])[C:27]=2[CH:26]=[CH:25][CH:24]=1, predict the reactants needed to synthesize it. The reactants are: CC(OI1(OC(C)=O)(OC(C)=O)OC(=O)C2C=CC=CC1=2)=O.[N:23]1[C:28]2[NH:29][C:30]3[CH:38]=[CH:37][N:36]=[CH:35][C:31]=3[CH2:32][CH:33]([OH:34])[C:27]=2[CH:26]=[CH:25][CH:24]=1.S(=O)(O)[O-].[Na+]. (10) Given the product [NH2:8][C:5]1[CH:6]=[CH:7][C:2]([Cl:1])=[C:3]([C@:11]2([CH3:20])[C:16]([F:17])([F:18])[CH2:15][O:14][C:13]([NH2:19])=[N:12]2)[CH:4]=1, predict the reactants needed to synthesize it. The reactants are: [Cl:1][C:2]1[CH:7]=[CH:6][C:5]([N+:8]([O-])=O)=[CH:4][C:3]=1[C@:11]1([CH3:20])[C:16]([F:18])([F:17])[CH2:15][O:14][C:13]([NH2:19])=[N:12]1.